From a dataset of Cav3 T-type calcium channel HTS with 100,875 compounds. Binary Classification. Given a drug SMILES string, predict its activity (active/inactive) in a high-throughput screening assay against a specified biological target. (1) The drug is Fc1c(cc(C2N(C(=O)C3(C2C=CCC3)C)Cc2ccccc2)cc1)c1ccc(cc1)C. The result is 0 (inactive). (2) The compound is S=c1n(c(n[nH]1)CCc1ccccc1)Cc1ccccc1. The result is 0 (inactive). (3) The drug is O=C(N1CCc2c1cccc2)CCc1ccc(OC)cc1. The result is 0 (inactive). (4) The molecule is O(c1cc(CC(O\N=C(/N)Cc2ccc(OC)cc2)=O)ccc1OC)C. The result is 0 (inactive). (5) The compound is S(=O)(=O)(NC=1NCN(Cc2cccnc2)CN1)c1ccc(cc1)C. The result is 0 (inactive). (6) The compound is OC(CN1CCC(CC1)Cc1ccccc1)COc1cc(OC)ccc1. The result is 1 (active). (7) The drug is O=C1N(CCC1)c1ccc(cc1)CNC(=O)Nc1c2c(ccc1)cccc2. The result is 0 (inactive). (8) The drug is S(=O)(=O)(N1CCCC1)c1cc2sc(SC)nc2cc1. The result is 0 (inactive). (9) The compound is O=C(NC1CCCCC1)C1(NC(=O)c2cc3OCOc3cc2)CCCCC1. The result is 0 (inactive). (10) The molecule is s1cc(nc1SCC(=O)Nc1c(n(n(c1=O)c1ccccc1)C)C)C(C)(C)C. The result is 0 (inactive).